From a dataset of Forward reaction prediction with 1.9M reactions from USPTO patents (1976-2016). Predict the product of the given reaction. Given the reactants Cl.[NH2:2][CH2:3][C:4]([O:6][CH2:7][C:8]1[CH:13]=[CH:12][CH:11]=[CH:10][CH:9]=1)=[O:5].[Cl:14][C:15]1[CH:20]=[C:19]([C:21](=O)[CH2:22][CH2:23][C:24](=O)[CH3:25])[CH:18]=[CH:17][N:16]=1.C(=O)(O)[O-].[Na+], predict the reaction product. The product is: [Cl:14][C:15]1[CH:20]=[C:19]([C:21]2[N:2]([CH2:3][C:4]([O:6][CH2:7][C:8]3[CH:13]=[CH:12][CH:11]=[CH:10][CH:9]=3)=[O:5])[C:24]([CH3:25])=[CH:23][CH:22]=2)[CH:18]=[CH:17][N:16]=1.